From a dataset of NCI-60 drug combinations with 297,098 pairs across 59 cell lines. Regression. Given two drug SMILES strings and cell line genomic features, predict the synergy score measuring deviation from expected non-interaction effect. Drug 1: CC1C(C(CC(O1)OC2CC(OC(C2O)C)OC3=CC4=CC5=C(C(=O)C(C(C5)C(C(=O)C(C(C)O)O)OC)OC6CC(C(C(O6)C)O)OC7CC(C(C(O7)C)O)OC8CC(C(C(O8)C)O)(C)O)C(=C4C(=C3C)O)O)O)O. Drug 2: C(CCl)NC(=O)N(CCCl)N=O. Cell line: SF-539. Synergy scores: CSS=36.0, Synergy_ZIP=-9.43, Synergy_Bliss=-11.7, Synergy_Loewe=-13.8, Synergy_HSA=-9.12.